This data is from Retrosynthesis with 50K atom-mapped reactions and 10 reaction types from USPTO. The task is: Predict the reactants needed to synthesize the given product. (1) The reactants are: CC(C)(C)OC(=O)NC1CN(Cc2ccccc2)CC12CCC2. Given the product CC(C)(C)OC(=O)NC1CNCC12CCC2, predict the reactants needed to synthesize it. (2) Given the product COc1c(Nc2ncc(Cl)c(Nc3ccccc3S(=O)(=O)N3CCC(O)C3)n2)ccc2c1CCC(NCCO)CC2, predict the reactants needed to synthesize it. The reactants are: COc1c(N)ccc2c1CCC(NCCO)CC2.O=S(=O)(c1ccccc1Nc1nc(Cl)ncc1Cl)N1CCC(O)C1. (3) Given the product O=C(Nc1nc2ccc(NC(=O)C34CC5CC(CC(C5)C3)C4)cc2s1)c1ccccc1, predict the reactants needed to synthesize it. The reactants are: Nc1ccc2nc(NC(=O)c3ccccc3)sc2c1.O=C(O)C12CC3CC(CC(C3)C1)C2. (4) Given the product OCCC1=Cc2ccccc21, predict the reactants needed to synthesize it. The reactants are: O=C(O)CC1=Cc2ccccc21. (5) The reactants are: CCOC(=O)C=CC1CCSCC1. Given the product CCOC(=O)CCC1CCSCC1, predict the reactants needed to synthesize it. (6) Given the product N#Cc1cc(Br)c2[nH]ccc2c1, predict the reactants needed to synthesize it. The reactants are: C#Cc1cc(C#N)cc(Br)c1N. (7) Given the product N#CC(C#N)=Cc1ccc(-c2cccs2)s1, predict the reactants needed to synthesize it. The reactants are: CCCC[Sn](CCCC)(CCCC)c1cccs1.N#CC(C#N)=Cc1ccc(Br)s1. (8) Given the product NCCCCOc1cc(Br)cc(Br)c1, predict the reactants needed to synthesize it. The reactants are: O=C1c2ccccc2C(=O)N1CCCCOc1cc(Br)cc(Br)c1.